Task: Predict the product of the given reaction.. Dataset: Forward reaction prediction with 1.9M reactions from USPTO patents (1976-2016) (1) Given the reactants C([O:3][C:4](=[O:26])/[CH:5]=[CH:6]/[C:7]1[CH:8]=[CH:9][C:10]([NH:13][C@@H:14]2[CH2:18][CH2:17][N:16]([C:19]([O:21][C:22]([CH3:25])([CH3:24])[CH3:23])=[O:20])[CH2:15]2)=[N:11][CH:12]=1)C.[OH-].[Na+], predict the reaction product. The product is: [C:22]([O:21][C:19]([N:16]1[CH2:17][CH2:18][C@@H:14]([NH:13][C:10]2[N:11]=[CH:12][C:7](/[CH:6]=[CH:5]/[C:4]([OH:26])=[O:3])=[CH:8][CH:9]=2)[CH2:15]1)=[O:20])([CH3:25])([CH3:23])[CH3:24]. (2) Given the reactants [CH2:1]([O:4][Si:5]([C:8]([CH3:11])([CH3:10])[CH3:9])([CH3:7])[CH3:6])[CH:2]=[CH2:3].Cl[C:13]1[N:18]=[C:17]([NH2:19])[N:16]=[C:15]([NH:20][C:21]2[CH:26]=[CH:25][C:24]([O:27][C:28]3[CH:33]=[CH:32][N:31]=[C:30]([C:34]([F:37])([F:36])[F:35])[CH:29]=3)=[CH:23][CH:22]=2)[CH:14]=1, predict the reaction product. The product is: [Si:5]([O:4][CH2:1][CH2:2][CH2:3][C:13]1[N:18]=[C:17]([NH2:19])[N:16]=[C:15]([NH:20][C:21]2[CH:22]=[CH:23][C:24]([O:27][C:28]3[CH:33]=[CH:32][N:31]=[C:30]([C:34]([F:36])([F:37])[F:35])[CH:29]=3)=[CH:25][CH:26]=2)[CH:14]=1)([C:8]([CH3:11])([CH3:10])[CH3:9])([CH3:6])[CH3:7].